This data is from Full USPTO retrosynthesis dataset with 1.9M reactions from patents (1976-2016). The task is: Predict the reactants needed to synthesize the given product. (1) Given the product [CH3:15][S:16]([C:2]1[CH:3]=[C:4]([CH2:13][OH:14])[CH:5]=[C:6]2[C:11]=1[N:10]=[CH:9][C:8]([CH3:12])=[CH:7]2)(=[O:18])=[O:17], predict the reactants needed to synthesize it. The reactants are: I[C:2]1[CH:3]=[C:4]([CH2:13][OH:14])[CH:5]=[C:6]2[C:11]=1[N:10]=[CH:9][C:8]([CH3:12])=[CH:7]2.[CH3:15][S:16]([O-:18])=[O:17].[Na+].[Na+].N1CCC[C@H]1C([O-])=O. (2) Given the product [F:29][C:28]([F:31])([F:30])[S:25]([O:1][C:2]1[CH:3]=[C:4]2[C:9](=[CH:10][CH:11]=1)[CH:8]=[C:7]([CH2:12][N:13]1[CH2:18][CH2:17][CH:16]([C:19]([O:21][CH2:22][CH3:23])=[O:20])[CH2:15][CH2:14]1)[CH:6]=[CH:5]2)(=[O:26])=[O:24], predict the reactants needed to synthesize it. The reactants are: [OH:1][C:2]1[CH:3]=[C:4]2[C:9](=[CH:10][CH:11]=1)[CH:8]=[C:7]([CH2:12][N:13]1[CH2:18][CH2:17][CH:16]([C:19]([O:21][CH2:22][CH3:23])=[O:20])[CH2:15][CH2:14]1)[CH:6]=[CH:5]2.[O:24](S(C(F)(F)F)(=O)=O)[S:25]([C:28]([F:31])([F:30])[F:29])(=O)=[O:26]. (3) Given the product [Cl:3][C:14]1[C:13]([C:17]#[N:18])=[C:12]([C:19]2[CH:24]=[CH:23][CH:22]=[C:21]([O:25][CH3:26])[CH:20]=2)[N:11]=[C:10]([NH:9][CH:6]2[CH2:8][CH2:7]2)[N:15]=1, predict the reactants needed to synthesize it. The reactants are: O=P(Cl)(Cl)[Cl:3].[CH:6]1([NH:9][C:10]2[N:15]=[C:14](O)[C:13]([C:17]#[N:18])=[C:12]([C:19]3[CH:24]=[CH:23][CH:22]=[C:21]([O:25][CH3:26])[CH:20]=3)[N:11]=2)[CH2:8][CH2:7]1. (4) Given the product [Cl:1][C:2]1[CH:3]=[C:4]([C:9]2([CH3:21])[CH2:14][C:13](=[O:15])[N:12]([CH3:22])[C:11]([N:16]=[CH:17][N:18]([CH3:20])[CH3:19])=[N:10]2)[CH:5]=[CH:6][C:7]=1[Cl:8], predict the reactants needed to synthesize it. The reactants are: [Cl:1][C:2]1[CH:3]=[C:4]([C:9]2([CH3:21])[CH2:14][C:13](=[O:15])[NH:12][C:11]([N:16]=[CH:17][N:18]([CH3:20])[CH3:19])=[N:10]2)[CH:5]=[CH:6][C:7]=1[Cl:8].[C:22](=O)([O-])[O-].[K+].[K+].IC.